From a dataset of Catalyst prediction with 721,799 reactions and 888 catalyst types from USPTO. Predict which catalyst facilitates the given reaction. (1) Reactant: [C:1]([CH:5]1[CH2:10][CH2:9][CH:8]([NH:11][C:12]([C:14]2[CH:36]=[CH:35][C:17]([O:18][C:19]3[CH:28]=[C:27]4[C:22]([CH:23]([C:29]([O:31]CC)=[O:30])[CH2:24][CH2:25][O:26]4)=[CH:21][C:20]=3[Cl:34])=[CH:16][CH:15]=2)=[O:13])[CH2:7][CH2:6]1)([CH3:4])([CH3:3])[CH3:2].[OH-].[Na+]. Product: [C:1]([CH:5]1[CH2:10][CH2:9][CH:8]([NH:11][C:12]([C:14]2[CH:36]=[CH:35][C:17]([O:18][C:19]3[CH:28]=[C:27]4[C:22]([CH:23]([C:29]([OH:31])=[O:30])[CH2:24][CH2:25][O:26]4)=[CH:21][C:20]=3[Cl:34])=[CH:16][CH:15]=2)=[O:13])[CH2:7][CH2:6]1)([CH3:4])([CH3:2])[CH3:3]. The catalyst class is: 36. (2) Reactant: [OH:1][C:2]1[CH:3]=[C:4]([NH:10][C:11]2[S:12][CH:13]=[C:14]([C:16]([O:18][CH2:19][CH3:20])=[O:17])[N:15]=2)[CH:5]=[CH:6][C:7]=1[O:8][CH3:9].C([O-])([O-])=O.[K+].[K+].Br[CH2:28][CH:29]=[C:30]([CH3:32])[CH3:31]. Product: [CH3:9][O:8][C:7]1[CH:6]=[CH:5][C:4]([NH:10][C:11]2[S:12][CH:13]=[C:14]([C:16]([O:18][CH2:19][CH3:20])=[O:17])[N:15]=2)=[CH:3][C:2]=1[O:1][CH2:28][CH:29]=[C:30]([CH3:32])[CH3:31]. The catalyst class is: 21. (3) Reactant: Cl[C:2]([O:4][C:5]1[CH:10]=[CH:9][C:8]([N+:11]([O-:13])=[O:12])=[CH:7][CH:6]=1)=[O:3].[O:14]=[C:15]1[N:20]([C:21]2[CH:26]=[CH:25][CH:24]=[C:23]([C:27]([F:30])([F:29])[F:28])[CH:22]=2)[C:19]2[CH2:31][CH2:32][C:33](=[O:34])[C:18]=2[CH:17]([C:35]2[CH:42]=[CH:41][C:38]([C:39]#[N:40])=[CH:37][CH:36]=2)[NH:16]1.C(N(CC)C(C)C)(C)C. Product: [C:39]([C:38]1[CH:37]=[CH:36][C:35]([CH:17]2[N:16]([C:2]([O:4][C:5]3[CH:10]=[CH:9][C:8]([N+:11]([O-:13])=[O:12])=[CH:7][CH:6]=3)=[O:3])[C:15](=[O:14])[N:20]([C:21]3[CH:26]=[CH:25][CH:24]=[C:23]([C:27]([F:30])([F:28])[F:29])[CH:22]=3)[C:19]3[CH2:31][CH2:32][C:33](=[O:34])[C:18]2=3)=[CH:42][CH:41]=1)#[N:40]. The catalyst class is: 119. (4) Reactant: [Si]([O:8][CH2:9][C@@H:10]([CH3:24])[CH2:11][N:12]1[C:17]2[CH:18]=[CH:19][C:20]([F:22])=[CH:21][C:16]=2[O:15][CH2:14][C:13]1=[O:23])(C(C)(C)C)(C)C.O.[F-].C([N+](CCCC)(CCCC)CCCC)CCC. Product: [F:22][C:20]1[CH:19]=[CH:18][C:17]2[N:12]([CH2:11][C@H:10]([CH3:24])[CH2:9][OH:8])[C:13](=[O:23])[CH2:14][O:15][C:16]=2[CH:21]=1. The catalyst class is: 243.